From a dataset of Forward reaction prediction with 1.9M reactions from USPTO patents (1976-2016). Predict the product of the given reaction. (1) Given the reactants Br[C:2]1[CH:7]=[CH:6][C:5]([Br:8])=[CH:4][N:3]=1.[CH2:9]([O:12][CH3:13])[C:10]#[CH:11], predict the reaction product. The product is: [Br:8][C:5]1[CH:6]=[CH:7][C:2]([C:11]#[C:10][CH2:9][O:12][CH3:13])=[N:3][CH:4]=1. (2) Given the reactants [N+:1]([C:4]1[CH:5]=[C:6]([CH:33]=[CH:34][CH:35]=1)[CH2:7][N:8]1[CH:12]=[C:11]([C:13]2[C:21]3[C:16](=[N:17][CH:18]=[C:19]([C:22]4[CH:23]=[C:24]([NH:28][S:29]([CH3:32])(=[O:31])=[O:30])[CH:25]=[CH:26][CH:27]=4)[CH:20]=3)[NH:15][CH:14]=2)[CH:10]=[N:9]1)([O-])=O.[H][H], predict the reaction product. The product is: [NH2:1][C:4]1[CH:5]=[C:6]([CH:33]=[CH:34][CH:35]=1)[CH2:7][N:8]1[CH:12]=[C:11]([C:13]2[C:21]3[C:16](=[N:17][CH:18]=[C:19]([C:22]4[CH:23]=[C:24]([NH:28][S:29]([CH3:32])(=[O:31])=[O:30])[CH:25]=[CH:26][CH:27]=4)[CH:20]=3)[NH:15][CH:14]=2)[CH:10]=[N:9]1. (3) Given the reactants F[C:2]1[N:7]2[CH:8]=[C:9]([CH2:11][N:12]3[C@H:25]4[C@H:16]([CH2:17][CH2:18][C:19]5[C:24]4=[N:23][CH:22]=[CH:21][CH:20]=5)[CH2:15][CH2:14][CH2:13]3)[N:10]=[C:6]2[CH:5]=[CH:4][CH:3]=1.[CH3:26][N:27]([CH3:33])[C@@H:28]1[CH2:32][CH2:31][NH:30][CH2:29]1, predict the reaction product. The product is: [N:12]1([CH2:11][C:9]2[N:10]=[C:6]3[CH:5]=[CH:4][CH:3]=[C:2]([N:30]4[CH2:31][CH2:32][C@@H:28]([N:27]([CH3:33])[CH3:26])[CH2:29]4)[N:7]3[CH:8]=2)[C@H:25]2[C@H:16]([CH2:17][CH2:18][C:19]3[C:24]2=[N:23][CH:22]=[CH:21][CH:20]=3)[CH2:15][CH2:14][CH2:13]1. (4) The product is: [CH2:25]([O:24][C:21]1[CH:22]=[CH:23][C:18]([O:17][C:14]2[CH:15]=[CH:16][C:11]([O:10][CH2:9][C@@H:8]([NH2:7])[CH3:32])=[CH:12][CH:13]=2)=[CH:19][CH:20]=1)[C:26]1[CH:27]=[CH:28][CH:29]=[CH:30][CH:31]=1. Given the reactants C(OC(=O)[NH:7][CH:8]([CH3:32])[CH2:9][O:10][C:11]1[CH:16]=[CH:15][C:14]([O:17][C:18]2[CH:23]=[CH:22][C:21]([O:24][CH2:25][C:26]3[CH:31]=[CH:30][CH:29]=[CH:28][CH:27]=3)=[CH:20][CH:19]=2)=[CH:13][CH:12]=1)(C)(C)C.FC(F)(F)C(O)=O, predict the reaction product. (5) The product is: [CH3:11][Si:10]([C:14]#[C:15][C:2]1[CH:3]=[CH:4][C:5]([CH:8]=[O:9])=[N:6][CH:7]=1)([CH3:13])[CH3:12]. Given the reactants Br[C:2]1[CH:3]=[CH:4][C:5]([CH:8]=[O:9])=[N:6][CH:7]=1.[Si:10]([C:14]#[CH:15])([CH3:13])([CH3:12])[CH3:11].C(N(CC)CC)C.C(OCC)(=O)C, predict the reaction product. (6) Given the reactants [CH2:1]([O:3][C:4](=[O:8])[CH:5]([CH3:7])[CH3:6])[CH3:2].[Li+].[CH3:10]C([N-]C(C)C)C.I[CH2:18][CH2:19][CH2:20][CH2:21][CH2:22]C.Cl, predict the reaction product. The product is: [CH2:1]([O:3][C:4](=[O:8])[C:5]([CH3:10])([CH3:7])[CH2:6][CH2:18][CH2:19][CH2:20][CH2:21][CH3:22])[CH3:2].